Dataset: Full USPTO retrosynthesis dataset with 1.9M reactions from patents (1976-2016). Task: Predict the reactants needed to synthesize the given product. (1) The reactants are: [NH2:1][C:2]1[CH:11]=[CH:10][C:9](Br)=[CH:8][C:3]=1[C:4]([O:6][CH3:7])=[O:5].O.[CH:14]1(B(O)O)[CH2:16][CH2:15]1.C1(P(C2CCCCC2)C2CCCCC2)CCCCC1.P([O-])([O-])([O-])=O.[K+].[K+].[K+]. Given the product [NH2:1][C:2]1[CH:11]=[CH:10][C:9]([CH:14]2[CH2:16][CH2:15]2)=[CH:8][C:3]=1[C:4]([O:6][CH3:7])=[O:5], predict the reactants needed to synthesize it. (2) Given the product [Br:6][C:7]1[CH:12]=[CH:11][C:10]([CH2:13][NH:14][C:2](=[O:3])[O:4][CH3:5])=[C:9]([F:15])[CH:8]=1, predict the reactants needed to synthesize it. The reactants are: Cl[C:2]([O:4][CH3:5])=[O:3].[Br:6][C:7]1[CH:12]=[CH:11][C:10]([CH2:13][NH2:14])=[C:9]([F:15])[CH:8]=1.C(N(CC)CC)C.